The task is: Predict the product of the given reaction.. This data is from Forward reaction prediction with 1.9M reactions from USPTO patents (1976-2016). (1) Given the reactants [CH:1]([N:4]1[C:8](C(O)=O)=[CH:7][C:6]([C:12]2[S:13][CH:14]=[CH:15][CH:16]=2)=[N:5]1)([CH3:3])[CH3:2].C([N:19]([CH2:22]C)CC)C.C1(P(N=[N+]=[N-])(C2C=CC=CC=2)=[O:31])C=CC=CC=1.[CH:41](Cl)([OH:45])[CH:42]([Cl:44])[Cl:43].[ClH:47], predict the reaction product. The product is: [CH:1]([N:4]1[C:8]([NH:19][C:22](=[O:31])[O:45][CH2:41][C:42]([Cl:44])([Cl:43])[Cl:47])=[CH:7][C:6]([C:12]2[S:13][CH:14]=[CH:15][CH:16]=2)=[N:5]1)([CH3:2])[CH3:3]. (2) The product is: [Br:1][C:2]1[CH:7]=[C:6]([F:8])[C:5]([F:9])=[CH:4][C:3]=1[NH:10][CH3:11]. Given the reactants [Br:1][C:2]1[CH:7]=[C:6]([F:8])[C:5]([F:9])=[CH:4][C:3]=1[N:10](C)[C:11](=O)OC(C)(C)C.FC(F)(F)C(O)=O, predict the reaction product. (3) Given the reactants C(O[C:6]([NH:8][CH:9]1[CH2:14][CH2:13][CH2:12][N:11]([C:15]2[CH:24]=[CH:23][CH:22]=[CH:21][C:16]=2[C:17]([O:19][CH3:20])=[O:18])[CH2:10]1)=[O:7])(C)(C)C.FC(F)(F)C(O)=O.[Cl:32][C:33]1[CH:38]=[CH:37][C:36]([C:39]2[CH:44]=[CH:43][C:42](C(O)=O)=[CH:41][CH:40]=2)=[CH:35][CH:34]=1.O.ON1C2C=CC=CC=2N=N1.CN1CCOCC1.Cl.CN(C)CCCN=C=NCC, predict the reaction product. The product is: [Cl:32][C:33]1[CH:34]=[CH:35][C:36]([C:39]2[CH:44]=[CH:43][C:42]([C:6]([NH:8][CH:9]3[CH2:14][CH2:13][CH2:12][N:11]([C:15]4[CH:24]=[CH:23][CH:22]=[CH:21][C:16]=4[C:17]([O:19][CH3:20])=[O:18])[CH2:10]3)=[O:7])=[CH:41][CH:40]=2)=[CH:37][CH:38]=1. (4) Given the reactants [F:1][C:2]1[CH:7]=[CH:6][C:5]([C:8]2[N:9]=[C:10]3[CH:15]=[N:14][CH:13]=[CH:12][N:11]3[CH:16]=2)=[CH:4][CH:3]=1.[Br:17]N1C(=O)CCC1=O, predict the reaction product. The product is: [Br:17][C:16]1[N:11]2[CH:12]=[CH:13][N:14]=[CH:15][C:10]2=[N:9][C:8]=1[C:5]1[CH:4]=[CH:3][C:2]([F:1])=[CH:7][CH:6]=1. (5) The product is: [CH2:11]([O:10][C:2](=[O:9])[CH:3]([CH2:14][CH2:15][O:16][CH2:17][CH2:18][O:19][CH3:20])[C:4]([O:6][CH2:7][CH3:8])=[O:5])[CH3:12]. Given the reactants [Na].[C:2]([O:10][CH2:11][CH3:12])(=[O:9])[CH2:3][C:4]([O:6][CH2:7][CH3:8])=[O:5].Br[CH2:14][CH2:15][O:16][CH2:17][CH2:18][O:19][CH3:20], predict the reaction product.